Dataset: Forward reaction prediction with 1.9M reactions from USPTO patents (1976-2016). Task: Predict the product of the given reaction. (1) Given the reactants [C:1]1([CH2:7][C:8](=[O:12])[C:9]([OH:11])=[O:10])[CH:6]=[CH:5][CH:4]=[CH:3][CH:2]=1.C(N(CC)CC)C.C(O)=O, predict the reaction product. The product is: [OH:12][C@H:8]([CH2:7][C:1]1[CH:6]=[CH:5][CH:4]=[CH:3][CH:2]=1)[C:9]([OH:11])=[O:10]. (2) Given the reactants [CH3:1][O:2][C:3]1[CH:4]=[C:5]2[C:10](=[CH:11][C:12]=1[O:13][CH3:14])[C:9](=[CH:15][C:16](=[O:19])[CH2:17][CH3:18])[NH:8][CH2:7][CH2:6]2.[N+]([CH2:23][CH3:24])([O-])=O.[OH:25][C:26]1[C:33]([CH3:34])=[CH:32][C:29]([CH:30]=O)=[CH:28][C:27]=1[CH3:35], predict the reaction product. The product is: [OH:25][C:26]1[C:27]([CH3:35])=[CH:28][C:29]([C:32]2[C:15]([C:16](=[O:19])[CH2:17][CH3:18])=[C:9]3[C:10]4[C:5](=[CH:4][C:3]([O:2][CH3:1])=[C:12]([O:13][CH3:14])[CH:11]=4)[CH2:6][CH2:7][N:8]3[C:33]=2[CH3:34])=[CH:30][C:23]=1[CH3:24]. (3) Given the reactants [Cl:1][C:2]1[CH:3]=[CH:4][C:5]([C:23]#[N:24])=[C:6]([C:8]2[C:13]([O:14][CH3:15])=[CH:12][N:11]([CH:16]([CH2:20][CH3:21])[C:17]([OH:19])=O)[C:10](=[O:22])[CH:9]=2)[CH:7]=1.[N:25]1[N:26]=[CH:27][N:28]2[CH:33]=[C:32]([NH2:34])[CH:31]=[CH:30][C:29]=12, predict the reaction product. The product is: [Cl:1][C:2]1[CH:3]=[CH:4][C:5]([C:23]#[N:24])=[C:6]([C:8]2[C:13]([O:14][CH3:15])=[CH:12][N:11]([CH:16]([CH2:20][CH3:21])[C:17]([NH:34][C:32]3[CH:31]=[CH:30][C:29]4[N:28]([CH:27]=[N:26][N:25]=4)[CH:33]=3)=[O:19])[C:10](=[O:22])[CH:9]=2)[CH:7]=1. (4) Given the reactants C[O:2][C:3](=O)[C:4]1[CH:13]=[C:12]([I:14])[CH:11]=[C:6]([C:7](OC)=[O:8])[CH:5]=1.[Cl-].[Cl-].[Ca+2].[BH4-].[Na+].Cl, predict the reaction product. The product is: [OH:8][CH2:7][C:6]1[CH:5]=[C:4]([CH2:3][OH:2])[CH:13]=[C:12]([I:14])[CH:11]=1. (5) Given the reactants [CH2:1]([S:5][C:6]1[C:11]([CH2:12]Cl)=[CH:10][CH:9]=[CH:8][N:7]=1)[CH2:2]CC.C([O:16][C:17](=[O:29])[CH2:18][CH2:19][C:20]1[CH:25]=[C:24]([F:26])[C:23]([OH:27])=[C:22]([F:28])[CH:21]=1)C, predict the reaction product. The product is: [CH2:1]([S:5][C:6]1[C:11]([CH2:12][O:27][C:23]2[C:22]([F:28])=[CH:21][C:20]([CH2:19][CH2:18][C:17]([OH:29])=[O:16])=[CH:25][C:24]=2[F:26])=[CH:10][CH:9]=[CH:8][N:7]=1)[CH3:2].